This data is from Forward reaction prediction with 1.9M reactions from USPTO patents (1976-2016). The task is: Predict the product of the given reaction. (1) Given the reactants CN(C)[CH:3]=[CH:4][C:5]([C:7]1[S:11][C:10]([CH3:12])=[N:9][C:8]=1[CH3:13])=O.[C:15]([CH2:17][C:18]([NH2:20])=[S:19])#[N:16].CN1C(=O)CCC1.CCCCCC.CCOC(C)=O, predict the reaction product. The product is: [CH3:12][C:10]1[S:11][C:7]([C:5]2[N:20]=[C:18]([SH:19])[C:17]([C:15]#[N:16])=[CH:3][CH:4]=2)=[C:8]([CH3:13])[N:9]=1. (2) Given the reactants [Cl:1][C:2]1[CH:7]=[CH:6][C:5]([C:8](=O)[CH:9]=[CH:10][N:11](C)C)=[CH:4][C:3]=1[CH2:15][NH:16][C:17](=[O:19])[CH3:18].O.[NH2:21]N, predict the reaction product. The product is: [Cl:1][C:2]1[CH:7]=[CH:6][C:5]([C:8]2[CH:9]=[CH:10][NH:11][N:21]=2)=[CH:4][C:3]=1[CH2:15][NH:16][C:17](=[O:19])[CH3:18].